Dataset: Full USPTO retrosynthesis dataset with 1.9M reactions from patents (1976-2016). Task: Predict the reactants needed to synthesize the given product. Given the product [F:1][C:2]1[CH:28]=[CH:27][C:5]([NH:6][C:7]2[CH:19]=[C:18]([C:20]3[CH:25]=[CH:24][C:23]([OH:26])=[CH:22][CH:21]=3)[CH:17]=[CH:16][C:8]=2[C:9]([OH:11])=[O:10])=[CH:4][CH:3]=1, predict the reactants needed to synthesize it. The reactants are: [F:1][C:2]1[CH:28]=[CH:27][C:5]([NH:6][C:7]2[CH:19]=[C:18]([C:20]3[CH:25]=[CH:24][C:23]([OH:26])=[CH:22][CH:21]=3)[CH:17]=[CH:16][C:8]=2[C:9]([O:11]C(C)(C)C)=[O:10])=[CH:4][CH:3]=1.